This data is from Reaction yield outcomes from USPTO patents with 853,638 reactions. The task is: Predict the reaction yield, written as a fraction of the theoretical maximum amount of product (1.0 means a 100% yield; for example, 0.34 means a 34% yield). (1) The reactants are [F:1][C:2]1[CH:10]=[C:9]2[C:5]([C:6]([C:20]3[CH:21]=[C:22](N)[C:23]([NH2:26])=[CH:24][CH:25]=3)=[CH:7][N:8]2[S:11]([C:14]2[CH:19]=[CH:18][CH:17]=[CH:16][CH:15]=2)(=[O:13])=[O:12])=[CH:4][CH:3]=1.FC1C=C2C(C(I)=CN2S(C2C=CC=CC=2)(=O)=O)=CC=1.[CH3:48][C:49]1(C)C(C)(C)OB(C2C=C3C(=CC=2)NC(=O)C3)[O:50]1. No catalyst specified. The product is [C:14]1([S:11]([N:8]2[C:9]3[C:5](=[CH:4][CH:3]=[C:2]([F:1])[CH:10]=3)[C:6]([C:20]3[CH:21]=[C:22]4[C:23](=[CH:24][CH:25]=3)[NH:26][C:49](=[O:50])[CH2:48]4)=[CH:7]2)(=[O:12])=[O:13])[CH:19]=[CH:18][CH:17]=[CH:16][CH:15]=1. The yield is 0.450. (2) The reactants are Cl.[Cl:2][C:3]1[CH:8]=[CH:7][N:6]=[C:5]([C:9](Cl)=[O:10])[CH:4]=1.C[N:13]([CH3:15])[NH2:14].[CH:16](N(CC)C(C)C)(C)C. The catalyst is C1COCC1.O.CCOC(C)=O. The product is [Cl:2][C:3]1[CH:8]=[CH:7][N:6]=[C:5]([C:9]([N:13]([CH3:15])[NH:14][CH3:16])=[O:10])[CH:4]=1. The yield is 0.560. (3) The reactants are C[Si]([C:5]#[C:6][C:7]1[CH:22]=[CH:21][C:10]([C:11]([O:13][CH2:14][CH2:15][CH2:16][CH2:17][CH2:18][CH2:19][CH3:20])=[O:12])=[CH:9][CH:8]=1)(C)C.C(=O)([O-])[O-].[K+].[K+]. The catalyst is O1CCCC1.CO. The product is [C:6]([C:7]1[CH:22]=[CH:21][C:10]([C:11]([O:13][CH2:14][CH2:15][CH2:16][CH2:17][CH2:18][CH2:19][CH3:20])=[O:12])=[CH:9][CH:8]=1)#[CH:5]. The yield is 0.820. (4) The reactants are [CH3:1][O:2][CH:3]([O:7][CH3:8])[C:4](O)=[O:5].[Cl:9][C:10]1[CH:11]=[C:12]([CH:15]=[CH:16][CH:17]=1)[CH2:13][NH2:14].CN(C(ON1N=NC2C=CC=NC1=2)=[N+](C)C)C.F[P-](F)(F)(F)(F)F.CCN(CC)CC. The catalyst is CN(C=O)C.O.CCOC(C)=O. The product is [Cl:9][C:10]1[CH:11]=[C:12]([CH:15]=[CH:16][CH:17]=1)[CH2:13][NH:14][C:4](=[O:5])[CH:3]([O:7][CH3:8])[O:2][CH3:1]. The yield is 0.500. (5) The reactants are [Cl:1][C:2]1[N:11]=[C:10](Cl)[C:9]2[C:4](=[CH:5][C:6]([CH3:13])=[CH:7][CH:8]=2)[N:3]=1.C(N(CC)CC)C.[OH:21][C@H:22]([CH2:31][CH:32]([CH3:34])[CH3:33])[C:23]([N:25]1[CH2:30][CH2:29][NH:28][CH2:27][CH2:26]1)=[O:24]. The catalyst is C(Cl)Cl. The product is [Cl:1][C:2]1[N:11]=[C:10]([N:28]2[CH2:27][CH2:26][N:25]([C:23](=[O:24])[C@H:22]([OH:21])[CH2:31][CH:32]([CH3:33])[CH3:34])[CH2:30][CH2:29]2)[C:9]2[C:4](=[CH:5][C:6]([CH3:13])=[CH:7][CH:8]=2)[N:3]=1. The yield is 0.950. (6) The reactants are Br[C:2]1[CH:3]=[C:4]([CH2:22][CH:23]([OH:25])[CH3:24])[C:5]2[O:14][C:13]3[CH2:12][CH2:11][N:10]([C:15]([O:17][C:18]([CH3:21])([CH3:20])[CH3:19])=[O:16])[CH2:9][C:8]=3[C:6]=2[CH:7]=1.[C:26]1([S:32]([O-:34])=[O:33])[CH:31]=[CH:30][CH:29]=[CH:28][CH:27]=1.[Na+].C(=O)([O-])[O-].[Cs+].[Cs+].CC1(C)C2C(=C(P(C3C=CC=CC=3)C3C=CC=CC=3)C=CC=2)OC2C(P(C3C=CC=CC=3)C3C=CC=CC=3)=CC=CC1=2. The catalyst is C1(C)C=CC=CC=1. The product is [OH:25][CH:23]([CH3:24])[CH2:22][C:4]1[C:5]2[O:14][C:13]3[CH2:12][CH2:11][N:10]([C:15]([O:17][C:18]([CH3:21])([CH3:20])[CH3:19])=[O:16])[CH2:9][C:8]=3[C:6]=2[CH:7]=[C:2]([S:32]([C:26]2[CH:31]=[CH:30][CH:29]=[CH:28][CH:27]=2)(=[O:34])=[O:33])[CH:3]=1. The yield is 0.440.